The task is: Predict the product of the given reaction.. This data is from Forward reaction prediction with 1.9M reactions from USPTO patents (1976-2016). The product is: [F:20][C:17]1[CH:16]=[CH:15][C:14]([C:11]2[CH:12]=[CH:13][C:8]3[N:7]=[C:24]([C:25]4[CH:30]=[CH:29][CH:28]=[C:27]([N:31]5[CH:35]=[N:34][CH:33]=[N:32]5)[CH:26]=4)[CH2:23][C:22](=[O:37])[NH:21][C:9]=3[CH:10]=2)=[CH:19][CH:18]=1. Given the reactants C(OC(=O)[NH:7][C:8]1[CH:13]=[CH:12][C:11]([C:14]2[CH:19]=[CH:18][C:17]([F:20])=[CH:16][CH:15]=2)=[CH:10][C:9]=1[NH:21][C:22](=[O:37])[CH2:23][C:24](=O)[C:25]1[CH:30]=[CH:29][CH:28]=[C:27]([N:31]2[CH:35]=[N:34][CH:33]=[N:32]2)[CH:26]=1)(C)(C)C.C(O)(C(F)(F)F)=O, predict the reaction product.